Task: Predict the reactants needed to synthesize the given product.. Dataset: Full USPTO retrosynthesis dataset with 1.9M reactions from patents (1976-2016) The reactants are: [NH2:1][C:2]1[CH:7]=[CH:6][C:5]([C:8]2[C:17]3[CH2:16][CH2:15][CH2:14][CH2:13][C:12]=3[C:11](=[O:18])[NH:10][N:9]=2)=[CH:4][CH:3]=1.[O:19]=[C:20]1CCC(=O)N1OC(=O)ON1C(=O)CCC1=O.[CH2:37]1[C:45]2[C:40](=[CH:41][CH:42]=[CH:43][CH:44]=2)[CH2:39][NH:38]1.O. Given the product [O:18]=[C:11]1[C:12]2[CH2:13][CH2:14][CH2:15][CH2:16][C:17]=2[C:8]([C:5]2[CH:4]=[CH:3][C:2]([NH:1][C:20]([N:38]3[CH2:39][C:40]4[C:45](=[CH:44][CH:43]=[CH:42][CH:41]=4)[CH2:37]3)=[O:19])=[CH:7][CH:6]=2)=[N:9][NH:10]1, predict the reactants needed to synthesize it.